This data is from Catalyst prediction with 721,799 reactions and 888 catalyst types from USPTO. The task is: Predict which catalyst facilitates the given reaction. Reactant: Br[CH2:2][C:3]([C:5]1[CH:10]=[CH:9][C:8]([N:11]2[CH2:16][CH2:15][O:14][CH2:13][CH2:12]2)=[CH:7][CH:6]=1)=[O:4].[CH3:17][NH2:18].[C:19](=[O:30])(OC(C)(C)C)[O:20][C:21]([CH3:24])([CH3:23])[CH3:22]. Product: [O:4]=[C:3]([C:5]1[CH:10]=[CH:9][C:8]([N:11]2[CH2:16][CH2:15][O:14][CH2:13][CH2:12]2)=[CH:7][CH:6]=1)[CH2:2][N:18]([CH3:17])[C:19](=[O:30])[O:20][C:21]([CH3:24])([CH3:23])[CH3:22]. The catalyst class is: 1.